Dataset: Reaction yield outcomes from USPTO patents with 853,638 reactions. Task: Predict the reaction yield, written as a fraction of the theoretical maximum amount of product (1.0 means a 100% yield; for example, 0.34 means a 34% yield). (1) The reactants are Cl[C:2]1[N:7]=[C:6](Cl)[CH:5]=[C:4]([Cl:9])[N:3]=1.[NH:10]1[CH2:15][CH2:14][O:13][CH2:12][CH2:11]1.[OH2:16].Cl. The catalyst is C1(C)C=CC=CC=1. The product is [Cl:9][C:4]1[N:3]=[C:2]([N:10]2[CH2:15][CH2:14][O:13][CH2:12][CH2:11]2)[N:7]=[C:6]([N:10]2[CH2:15][CH2:14][O:16][CH2:12][CH2:11]2)[CH:5]=1. The yield is 0.919. (2) The reactants are C([O:3][C:4](=[O:31])[CH2:5][CH2:6][CH2:7][CH2:8][CH2:9][N:10]1[CH2:15][CH2:14][O:13][C@H:12]([CH2:16][NH:17][C:18](=[O:30])[C:19]2[CH:24]=[C:23]([Cl:25])[C:22]([NH2:26])=[CH:21][C:20]=2[O:27][CH2:28][CH3:29])[CH2:11]1)C.[OH-].[Na+].C(O)(=O)C. The catalyst is CO. The product is [NH2:26][C:22]1[C:23]([Cl:25])=[CH:24][C:19]([C:18]([NH:17][CH2:16][C@@H:12]2[CH2:11][N:10]([CH2:9][CH2:8][CH2:7][CH2:6][CH2:5][C:4]([OH:31])=[O:3])[CH2:15][CH2:14][O:13]2)=[O:30])=[C:20]([O:27][CH2:28][CH3:29])[CH:21]=1. The yield is 0.360. (3) The reactants are [N:1]1[CH:6]=[CH:5][CH:4]=[CH:3][C:2]=1[C:7]1[N:11]=[C:10]([C:12]2[CH:17]=[C:16](O)[CH:15]=[C:14]([C:19]#[N:20])[CH:13]=2)[O:9][N:8]=1.C(=O)([O-])[O-].[K+].[K+].[CH3:27][N:28]([CH3:32])[C:29](Cl)=[O:30]. The catalyst is CN(C)C=O.ClCCl. The product is [N:1]1[CH:6]=[CH:5][CH:4]=[CH:3][C:2]=1[C:7]1[N:11]=[C:10]([C:12]2[CH:17]=[C:16]([C:29]([N:28]([CH3:32])[CH3:27])=[O:30])[CH:15]=[C:14]([C:19]#[N:20])[CH:13]=2)[O:9][N:8]=1. The yield is 0.290. (4) The reactants are [CH3:1][C:2]([CH3:20])([CH3:19])[C:3]([NH:5][C:6]1[CH:11]=[CH:10][C:9]([N:12]2[CH2:17][CH2:16][N:15]([CH3:18])[CH2:14][CH2:13]2)=[CH:8][CH:7]=1)=[O:4].C([Li])CCC.CON(C)[C:29](=[O:36])[C:30]1[CH:35]=[CH:34][CH:33]=[CH:32][CH:31]=1. The catalyst is O1CCCC1.CCCCCC. The product is [C:29]([C:7]1[CH:8]=[C:9]([N:12]2[CH2:13][CH2:14][N:15]([CH3:18])[CH2:16][CH2:17]2)[CH:10]=[CH:11][C:6]=1[NH:5][C:3](=[O:4])[C:2]([CH3:20])([CH3:19])[CH3:1])(=[O:36])[C:30]1[CH:35]=[CH:34][CH:33]=[CH:32][CH:31]=1. The yield is 0.170. (5) The reactants are [CH2:1]([Li])[CH2:2][CH2:3][CH3:4].[C:6]([C:9]1[C:10]([O:27][CH2:28][C:29]2[CH:34]=[CH:33][CH:32]=[CH:31][CH:30]=2)=[CH:11][C:12]([O:19]CC2C=CC=CC=2)=[C:13]([CH:18]=1)[C:14]([O:16][CH3:17])=[O:15])(=O)[CH3:7].[CH3:35]O.O1C[CH2:40][CH2:39][CH2:38]1. The catalyst is [Br-].C[P+](C1C=CC=CC=1)(C1C=CC=CC=1)C1C=CC=CC=1. The product is [CH2:1]([O:19][C:12]1[CH:11]=[C:10]([O:27][CH2:28][C:29]2[CH:34]=[CH:33][CH:32]=[CH:31][CH:30]=2)[C:9]([C:6]([CH3:35])=[CH2:7])=[CH:18][C:13]=1[C:14]([O:16][CH3:17])=[O:15])[C:2]1[CH:40]=[CH:39][CH:38]=[CH:4][CH:3]=1. The yield is 0.360. (6) The reactants are P12(SP3(SP(SP(S3)(S1)=S)(=S)S2)=S)=S.C(N)=O.[C:18]([C:21]1[CH:26]=[CH:25][C:24]([C:27](=[O:30])[CH2:28]Br)=[CH:23][CH:22]=1)(=O)[CH3:19].[CH:31]([NH2:33])=[S:32].[OH-].[Na+]. The catalyst is O1CCOCC1. The product is [S:32]1[CH:19]=[C:18]([C:21]2[CH:26]=[CH:25][C:24]([C:27](=[O:30])[CH3:28])=[CH:23][CH:22]=2)[N:33]=[CH:31]1. The yield is 0.360. (7) The yield is 0.160. The reactants are [CH3:1][O:2][C:3]1[C:11]2[O:10][C:9]([CH3:13])([CH3:12])[CH2:8][C:7]=2[C:6]([CH3:14])=[C:5]([N:15]2[CH2:20][CH2:19][NH:18][CH2:17][CH2:16]2)[C:4]=1[CH3:21].Br[C:23]1[CH:28]=[CH:27][C:26]([O:29][C:30]([F:33])([F:32])[F:31])=[CH:25][CH:24]=1. No catalyst specified. The product is [CH3:1][O:2][C:3]1[C:11]2[O:10][C:9]([CH3:13])([CH3:12])[CH2:8][C:7]=2[C:6]([CH3:14])=[C:5]([N:15]2[CH2:20][CH2:19][N:18]([C:23]3[CH:24]=[CH:25][C:26]([O:29][C:30]([F:31])([F:32])[F:33])=[CH:27][CH:28]=3)[CH2:17][CH2:16]2)[C:4]=1[CH3:21]. (8) The reactants are [Cl:1][C:2]1[CH:3]=[CH:4][C:5]([OH:10])=[C:6]([CH:9]=1)[CH:7]=[O:8].[Br:11]N1C(=O)CCC1=O. The catalyst is CN(C=O)C.CCOC(C)=O. The product is [Br:11][C:4]1[C:5]([OH:10])=[C:6]([CH:9]=[C:2]([Cl:1])[CH:3]=1)[CH:7]=[O:8]. The yield is 0.990. (9) The reactants are [O:1]1[C:5]2[CH:6]=[CH:7][C:8]([C:10]3(O)[C:18]4[C:13](=[N:14][CH:15]=[CH:16][CH:17]=4)[N:12]([CH2:19][CH2:20][CH2:21][CH2:22][CH3:23])[C:11]3=[O:24])=[CH:9][C:4]=2[O:3][CH2:2]1.C(N(C(C)C)CC)(C)C.S(Cl)(Cl)=O.[CH2:39]([NH2:46])[C:40]1[CH:45]=[CH:44][CH:43]=[CH:42][CH:41]=1. The catalyst is ClCCl.O. The product is [O:1]1[C:5]2[CH:6]=[CH:7][C:8]([C:10]3([NH:46][CH2:39][C:40]4[CH:45]=[CH:44][CH:43]=[CH:42][CH:41]=4)[C:18]4[C:13](=[N:14][CH:15]=[CH:16][CH:17]=4)[N:12]([CH2:19][CH2:20][CH2:21][CH2:22][CH3:23])[C:11]3=[O:24])=[CH:9][C:4]=2[O:3][CH2:2]1. The yield is 0.730. (10) The catalyst is C(OCC)(=O)C. The yield is 1.06. The product is [ClH:26].[NH2:18][CH2:17][CH2:16][C:13]1[CH:12]=[CH:11][C:10]([C:8]2[N:9]=[C:5]([NH:4][C:1](=[O:3])[CH3:2])[S:6][CH:7]=2)=[CH:15][CH:14]=1. The reactants are [C:1]([NH:4][C:5]1[S:6][CH:7]=[C:8]([C:10]2[CH:15]=[CH:14][C:13]([CH2:16][CH2:17][NH:18]C(=O)OC(C)(C)C)=[CH:12][CH:11]=2)[N:9]=1)(=[O:3])[CH3:2].[ClH:26].